This data is from Forward reaction prediction with 1.9M reactions from USPTO patents (1976-2016). The task is: Predict the product of the given reaction. The product is: [CH3:1][O:2][CH2:3][CH2:4][O:5][C:6]1[CH:11]=[CH:10][C:9]([CH2:12][CH2:13][C:14]([NH:16][S:17]([CH2:20][CH2:21][CH2:22][CH2:23][CH3:24])(=[O:19])=[O:18])=[O:15])=[C:8]([O:25][CH2:26][CH:27]2[CH2:31][CH2:30][CH2:29][O:28]2)[CH:7]=1. Given the reactants [CH3:1][O:2][CH2:3][CH2:4][O:5][C:6]1[CH:11]=[CH:10][C:9](/[CH:12]=[CH:13]/[C:14]([NH:16][S:17]([CH2:20][CH2:21][CH2:22][CH2:23][CH3:24])(=[O:19])=[O:18])=[O:15])=[C:8]([O:25][CH2:26][CH:27]2[CH2:31][CH2:30][CH2:29][O:28]2)[CH:7]=1, predict the reaction product.